This data is from Forward reaction prediction with 1.9M reactions from USPTO patents (1976-2016). The task is: Predict the product of the given reaction. (1) The product is: [C:6]1([NH2:10])[CH:7]=[CH:8][CH:9]=[C:4]([NH2:1])[C:5]=1[NH2:11]. Given the reactants [N+:1]([C:4]1[CH:9]=[CH:8][CH:7]=[C:6]([NH2:10])[C:5]=1[NH2:11])([O-])=O, predict the reaction product. (2) Given the reactants [NH2:1][C:2]1[CH:7]=[CH:6][C:5]([C:8]2[N:9]([CH:20]3[CH2:23][CH2:22][CH2:21]3)[C:10]3[C:15]([C:16]=2[C:17]#[N:18])=[CH:14][CH:13]=[C:12]([OH:19])[CH:11]=3)=[CH:4][C:3]=1[Cl:24].Cl[C:26]1[N:31]=[CH:30][CH:29]=[CH:28][N:27]=1.C(=O)([O-])[O-].[Cs+].[Cs+], predict the reaction product. The product is: [NH2:1][C:2]1[CH:7]=[CH:6][C:5]([C:8]2[N:9]([CH:20]3[CH2:23][CH2:22][CH2:21]3)[C:10]3[C:15]([C:16]=2[C:17]#[N:18])=[CH:14][CH:13]=[C:12]([O:19][C:26]2[N:31]=[CH:30][CH:29]=[CH:28][N:27]=2)[CH:11]=3)=[CH:4][C:3]=1[Cl:24].